From a dataset of NCI-60 drug combinations with 297,098 pairs across 59 cell lines. Regression. Given two drug SMILES strings and cell line genomic features, predict the synergy score measuring deviation from expected non-interaction effect. (1) Drug 1: C1CCC(CC1)NC(=O)N(CCCl)N=O. Drug 2: N.N.Cl[Pt+2]Cl. Cell line: BT-549. Synergy scores: CSS=15.5, Synergy_ZIP=-5.05, Synergy_Bliss=5.22, Synergy_Loewe=1.11, Synergy_HSA=3.93. (2) Drug 2: CC(C)CN1C=NC2=C1C3=CC=CC=C3N=C2N. Synergy scores: CSS=14.0, Synergy_ZIP=-7.11, Synergy_Bliss=1.29, Synergy_Loewe=-3.90, Synergy_HSA=0.129. Drug 1: C1CCC(C(C1)N)N.C(=O)(C(=O)[O-])[O-].[Pt+4]. Cell line: SN12C. (3) Drug 1: CN1C(=O)N2C=NC(=C2N=N1)C(=O)N. Drug 2: CC1C(C(CC(O1)OC2CC(CC3=C2C(=C4C(=C3O)C(=O)C5=C(C4=O)C(=CC=C5)OC)O)(C(=O)CO)O)N)O.Cl. Cell line: OVCAR3. Synergy scores: CSS=11.2, Synergy_ZIP=-2.87, Synergy_Bliss=-1.16, Synergy_Loewe=-51.4, Synergy_HSA=-3.87. (4) Drug 2: CC1=C(C=C(C=C1)NC(=O)C2=CC=C(C=C2)CN3CCN(CC3)C)NC4=NC=CC(=N4)C5=CN=CC=C5. Cell line: SR. Synergy scores: CSS=47.9, Synergy_ZIP=0.681, Synergy_Bliss=0.317, Synergy_Loewe=-42.4, Synergy_HSA=-2.94. Drug 1: CN(CC1=CN=C2C(=N1)C(=NC(=N2)N)N)C3=CC=C(C=C3)C(=O)NC(CCC(=O)O)C(=O)O. (5) Drug 1: C1=CC(=CC=C1C#N)C(C2=CC=C(C=C2)C#N)N3C=NC=N3. Drug 2: C1CN(CCN1C(=O)CCBr)C(=O)CCBr. Cell line: HOP-62. Synergy scores: CSS=16.4, Synergy_ZIP=4.89, Synergy_Bliss=4.68, Synergy_Loewe=4.53, Synergy_HSA=1.65. (6) Synergy scores: CSS=-1.43, Synergy_ZIP=2.49, Synergy_Bliss=0.723, Synergy_Loewe=-5.92, Synergy_HSA=-5.17. Drug 1: CC(C1=C(C=CC(=C1Cl)F)Cl)OC2=C(N=CC(=C2)C3=CN(N=C3)C4CCNCC4)N. Cell line: SK-MEL-5. Drug 2: CS(=O)(=O)OCCCCOS(=O)(=O)C. (7) Drug 1: C1CCC(C1)C(CC#N)N2C=C(C=N2)C3=C4C=CNC4=NC=N3. Drug 2: CCCS(=O)(=O)NC1=C(C(=C(C=C1)F)C(=O)C2=CNC3=C2C=C(C=N3)C4=CC=C(C=C4)Cl)F. Cell line: SK-OV-3. Synergy scores: CSS=1.67, Synergy_ZIP=-0.900, Synergy_Bliss=0.899, Synergy_Loewe=-2.21, Synergy_HSA=-0.167. (8) Drug 1: C1=C(C(=O)NC(=O)N1)N(CCCl)CCCl. Drug 2: CS(=O)(=O)CCNCC1=CC=C(O1)C2=CC3=C(C=C2)N=CN=C3NC4=CC(=C(C=C4)OCC5=CC(=CC=C5)F)Cl. Cell line: MCF7. Synergy scores: CSS=29.5, Synergy_ZIP=6.97, Synergy_Bliss=7.58, Synergy_Loewe=4.32, Synergy_HSA=6.36. (9) Drug 1: C1=CC(=C2C(=C1NCCNCCO)C(=O)C3=C(C=CC(=C3C2=O)O)O)NCCNCCO. Drug 2: C1=NC2=C(N=C(N=C2N1C3C(C(C(O3)CO)O)F)Cl)N. Cell line: NCI-H226. Synergy scores: CSS=48.2, Synergy_ZIP=4.97, Synergy_Bliss=6.73, Synergy_Loewe=-2.26, Synergy_HSA=9.97. (10) Drug 1: CC12CCC(CC1=CCC3C2CCC4(C3CC=C4C5=CN=CC=C5)C)O. Drug 2: CC1=C(C=C(C=C1)C(=O)NC2=CC(=CC(=C2)C(F)(F)F)N3C=C(N=C3)C)NC4=NC=CC(=N4)C5=CN=CC=C5. Cell line: NCI-H460. Synergy scores: CSS=6.91, Synergy_ZIP=10.6, Synergy_Bliss=6.69, Synergy_Loewe=10.9, Synergy_HSA=4.77.